Dataset: Reaction yield outcomes from USPTO patents with 853,638 reactions. Task: Predict the reaction yield, written as a fraction of the theoretical maximum amount of product (1.0 means a 100% yield; for example, 0.34 means a 34% yield). The reactants are Br[C:2]1[CH:3]=[N:4][N:5]([CH3:18])[C:6]=1[C:7]1[CH:8]=[C:9]([C:14]([O:16][CH3:17])=[O:15])[S:10][C:11]=1[CH2:12][CH3:13].[C:19](=O)([O-])[O-].[K+].[K+].CB1OB(C)OB(C)O1. The catalyst is CN(C)C=O.C1C=CC(P(C2C=CC=CC=2)[C-]2C=CC=C2)=CC=1.C1C=CC(P(C2C=CC=CC=2)[C-]2C=CC=C2)=CC=1.Cl[Pd]Cl.[Fe+2]. The product is [CH3:18][N:5]1[C:6]([C:7]2[CH:8]=[C:9]([C:14]([O:16][CH3:17])=[O:15])[S:10][C:11]=2[CH2:12][CH3:13])=[C:2]([CH3:19])[CH:3]=[N:4]1. The yield is 0.960.